This data is from Full USPTO retrosynthesis dataset with 1.9M reactions from patents (1976-2016). The task is: Predict the reactants needed to synthesize the given product. (1) The reactants are: Br[C:2]1[CH:3]=[C:4]2[C:9](=[C:10]3[N:15]([CH3:16])[CH2:14][CH2:13][CH2:12][C:11]=13)[N:8]=[CH:7][N:6]([C@H:17]1[CH2:22][CH2:21][CH2:20][CH2:19][C@@H:18]1[OH:23])[C:5]2=[O:24].[Cl-].[Cl:26][C:27]1[CH:32]=[CH:31][C:30]([CH2:33][Zn+])=[CH:29][N:28]=1. Given the product [Cl:26][C:27]1[N:28]=[CH:29][C:30]([CH2:33][C:2]2[CH:3]=[C:4]3[C:9](=[C:10]4[N:15]([CH3:16])[CH2:14][CH2:13][CH2:12][C:11]=24)[N:8]=[CH:7][N:6]([C@H:17]2[CH2:22][CH2:21][CH2:20][CH2:19][C@@H:18]2[OH:23])[C:5]3=[O:24])=[CH:31][CH:32]=1, predict the reactants needed to synthesize it. (2) Given the product [C:24]([O:28][C:29]([N:31]1[CH2:36][CH2:35][N:34]([C:15]2[CH:16]=[CH:17][C:18]([OH:23])=[C:19]([CH:22]=2)[CH:20]=[O:21])[CH2:33][CH2:32]1)=[O:30])([CH3:27])([CH3:25])[CH3:26], predict the reactants needed to synthesize it. The reactants are: C(P(C(C)(C)C)C(C)(C)C)(C)(C)C.Br[C:15]1[CH:16]=[CH:17][C:18]([OH:23])=[C:19]([CH:22]=1)[CH:20]=[O:21].[C:24]([O:28][C:29]([N:31]1[CH2:36][CH2:35][NH:34][CH2:33][CH2:32]1)=[O:30])([CH3:27])([CH3:26])[CH3:25].CC(C)([O-])C.[Na+]. (3) Given the product [F:19][C:20]1[CH:25]=[C:24]([F:26])[N:23]=[C:22]([NH:27][CH2:3][C:4]2[N:8]3[CH:9]=[CH:10][CH:11]=[CH:12][C:7]3=[N:6][C:5]=2[C:13]2[CH:18]=[CH:17][CH:16]=[CH:15][CH:14]=2)[N:21]=1, predict the reactants needed to synthesize it. The reactants are: Cl.Cl[CH2:3][C:4]1[N:8]2[CH:9]=[CH:10][CH:11]=[CH:12][C:7]2=[N:6][C:5]=1[C:13]1[CH:18]=[CH:17][CH:16]=[CH:15][CH:14]=1.[F:19][C:20]1[CH:25]=[C:24]([F:26])[N:23]=[C:22]([NH2:27])[N:21]=1. (4) Given the product [C:1]1([S:7]([NH:10][C@@H:11]([CH2:15][C:16]2[CH:21]=[CH:20][C:19]([N:22]3[CH2:26][C:25](=[O:27])[N:24]([CH2:28][CH2:29][Si:30]([CH3:32])([CH3:31])[CH3:33])[S:23]3(=[O:35])=[O:34])=[C:18]([O:36][CH2:37][C:38]3[CH:39]=[CH:40][CH:41]=[CH:42][CH:43]=3)[CH:17]=2)[C:12]([NH:61][CH2:56][CH2:57][CH2:58][CH2:59][CH3:60])=[O:14])(=[O:9])=[O:8])[CH:2]=[CH:3][CH:4]=[CH:5][CH:6]=1, predict the reactants needed to synthesize it. The reactants are: [C:1]1([S:7]([NH:10][C@@H:11]([CH2:15][C:16]2[CH:21]=[CH:20][C:19]([N:22]3[CH2:26][C:25](=[O:27])[N:24]([CH2:28][CH2:29][Si:30]([CH3:33])([CH3:32])[CH3:31])[S:23]3(=[O:35])=[O:34])=[C:18]([O:36][CH2:37][C:38]3[CH:43]=[CH:42][CH:41]=[CH:40][CH:39]=3)[CH:17]=2)[C:12]([OH:14])=O)(=[O:9])=[O:8])[CH:6]=[CH:5][CH:4]=[CH:3][CH:2]=1.CCN=C=NCCCN(C)C.Cl.[CH2:56]([NH2:61])[CH2:57][CH2:58][CH2:59][CH3:60].